This data is from Peptide-MHC class I binding affinity with 185,985 pairs from IEDB/IMGT. The task is: Regression. Given a peptide amino acid sequence and an MHC pseudo amino acid sequence, predict their binding affinity value. This is MHC class I binding data. (1) The peptide sequence is ERWFVRNPF. The MHC is HLA-B15:09 with pseudo-sequence HLA-B15:09. The binding affinity (normalized) is 0.0847. (2) The peptide sequence is GLFWGGIWY. The MHC is HLA-A02:01 with pseudo-sequence HLA-A02:01. The binding affinity (normalized) is 0.0847. (3) The peptide sequence is IPEQSQCQAI. The MHC is HLA-B51:01 with pseudo-sequence HLA-B51:01. The binding affinity (normalized) is 0.385. (4) The peptide sequence is TVVIGTSKFY. The MHC is HLA-A31:01 with pseudo-sequence HLA-A31:01. The binding affinity (normalized) is 0.304. (5) The peptide sequence is AVHDFFKFR. The MHC is HLA-A11:01 with pseudo-sequence HLA-A11:01. The binding affinity (normalized) is 0.813. (6) The peptide sequence is TTYQRTRAL. The MHC is HLA-C06:02 with pseudo-sequence HLA-C06:02. The binding affinity (normalized) is 0.626. (7) The peptide sequence is PLRPMTYR. The MHC is HLA-B45:01 with pseudo-sequence HLA-B45:01. The binding affinity (normalized) is 0. (8) The peptide sequence is SLIRFPIGTA. The MHC is HLA-A02:01 with pseudo-sequence HLA-A02:01. The binding affinity (normalized) is 0.599.